Dataset: Forward reaction prediction with 1.9M reactions from USPTO patents (1976-2016). Task: Predict the product of the given reaction. (1) Given the reactants [F:1][C:2]1[CH:3]=[C:4]([CH:10]=[C:11](N)[CH:12]=1)[C:5]([O:7][CH2:8][CH3:9])=[O:6].N([O-])=O.[Na+].[I-:18].[K+], predict the reaction product. The product is: [F:1][C:2]1[CH:3]=[C:4]([CH:10]=[C:11]([I:18])[CH:12]=1)[C:5]([O:7][CH2:8][CH3:9])=[O:6]. (2) The product is: [C:9]([O:13][C:14]([N:16]1[CH2:21][CH2:20][CH:19]([CH2:22][CH2:23][O:24][CH2:2][C:3]2[CH:8]=[CH:7][N:6]=[CH:5][CH:4]=2)[CH2:18][CH2:17]1)=[O:15])([CH3:12])([CH3:11])[CH3:10]. Given the reactants Cl[CH2:2][C:3]1[CH:8]=[CH:7][N:6]=[CH:5][CH:4]=1.[C:9]([O:13][C:14]([N:16]1[CH2:21][CH2:20][CH:19]([CH2:22][CH2:23][OH:24])[CH2:18][CH2:17]1)=[O:15])([CH3:12])([CH3:11])[CH3:10], predict the reaction product. (3) Given the reactants Br[C:2]1[CH:3]=[C:4]2[C:8](=[N:9][CH:10]=1)[NH:7][C:6](=[O:11])[CH2:5]2.[C:12]1(B(O)O)[CH:17]=[CH:16][CH:15]=[CH:14][CH:13]=1.C(=O)([O-])[O-].[Na+].[Na+].[Cl-].[Li+], predict the reaction product. The product is: [C:12]1([C:2]2[CH:3]=[C:4]3[C:8](=[N:9][CH:10]=2)[NH:7][C:6](=[O:11])[CH2:5]3)[CH:17]=[CH:16][CH:15]=[CH:14][CH:13]=1.